The task is: Predict the product of the given reaction.. This data is from Forward reaction prediction with 1.9M reactions from USPTO patents (1976-2016). The product is: [N+:15]([C:18]1[CH:19]=[CH:20][C:21]([C:22]([NH:14][C:2]2[CH:3]=[CH:4][C:5]3[O:6][C:7]4[CH2:13][CH2:12][CH2:11][CH2:10][C:8]=4[C:9]=3[CH:1]=2)=[O:23])=[CH:25][CH:26]=1)([O-:17])=[O:16]. Given the reactants [CH2:1]1[C:9]2[C:8]3[CH:10]=[CH:11][CH:12]=[CH:13][C:7]=3[O:6][C:5]=2[CH2:4][CH2:3][CH:2]1[NH2:14].[N+:15]([C:18]1[CH:26]=[CH:25][C:21]([C:22](Cl)=[O:23])=[CH:20][CH:19]=1)([O-:17])=[O:16].C(N(CC)CC)C, predict the reaction product.